The task is: Predict the reactants needed to synthesize the given product.. This data is from Full USPTO retrosynthesis dataset with 1.9M reactions from patents (1976-2016). (1) Given the product [F:11][C:12]1([F:19])[CH2:17][CH2:16][C:15](=[C:8]([C:5]2[CH:4]=[N:3][C:2]([CH3:1])=[N:7][CH:6]=2)[C:9]#[N:10])[CH2:14][CH2:13]1, predict the reactants needed to synthesize it. The reactants are: [CH3:1][C:2]1[N:7]=[CH:6][C:5]([CH2:8][C:9]#[N:10])=[CH:4][N:3]=1.[F:11][C:12]1([F:19])[CH2:17][CH2:16][C:15](=O)[CH2:14][CH2:13]1.CC([O-])(C)C.[K+]. (2) Given the product [CH3:1][C:2]1[CH:3]=[CH:4][C:5]([N+:13]([O-:15])=[O:14])=[C:6]([CH:12]=1)[C:7]([Cl:37])=[O:8], predict the reactants needed to synthesize it. The reactants are: [CH3:1][C:2]1[CH:3]=[CH:4][C:5]([N+:13]([O-:15])=[O:14])=[C:6]([CH:12]=1)[C:7](N(C)C)=[O:8].BrN1C(=O)CCC1=O.N(C(C)(C)C#N)=NC(C)(C)C#N.C(Cl)(Cl)(Cl)[Cl:37].